This data is from NCI-60 drug combinations with 297,098 pairs across 59 cell lines. The task is: Regression. Given two drug SMILES strings and cell line genomic features, predict the synergy score measuring deviation from expected non-interaction effect. (1) Drug 1: CCN(CC)CCNC(=O)C1=C(NC(=C1C)C=C2C3=C(C=CC(=C3)F)NC2=O)C. Drug 2: CC1CCCC2(C(O2)CC(NC(=O)CC(C(C(=O)C(C1O)C)(C)C)O)C(=CC3=CSC(=N3)C)C)C. Cell line: M14. Synergy scores: CSS=70.4, Synergy_ZIP=4.65, Synergy_Bliss=2.67, Synergy_Loewe=-6.19, Synergy_HSA=6.52. (2) Cell line: PC-3. Drug 2: C1=CN(C=N1)CC(O)(P(=O)(O)O)P(=O)(O)O. Drug 1: CC1=C(C=C(C=C1)NC2=NC=CC(=N2)N(C)C3=CC4=NN(C(=C4C=C3)C)C)S(=O)(=O)N.Cl. Synergy scores: CSS=1.05, Synergy_ZIP=6.06, Synergy_Bliss=-4.21, Synergy_Loewe=-1.23, Synergy_HSA=-2.91. (3) Drug 1: CC1=C(C(CCC1)(C)C)C=CC(=CC=CC(=CC(=O)O)C)C. Drug 2: CC1C(C(CC(O1)OC2CC(OC(C2O)C)OC3=CC4=CC5=C(C(=O)C(C(C5)C(C(=O)C(C(C)O)O)OC)OC6CC(C(C(O6)C)O)OC7CC(C(C(O7)C)O)OC8CC(C(C(O8)C)O)(C)O)C(=C4C(=C3C)O)O)O)O. Cell line: SF-268. Synergy scores: CSS=12.9, Synergy_ZIP=1.54, Synergy_Bliss=3.38, Synergy_Loewe=-27.5, Synergy_HSA=4.00. (4) Drug 1: CC1=C2C(C(=O)C3(C(CC4C(C3C(C(C2(C)C)(CC1OC(=O)C(C(C5=CC=CC=C5)NC(=O)C6=CC=CC=C6)O)O)OC(=O)C7=CC=CC=C7)(CO4)OC(=O)C)O)C)OC(=O)C. Drug 2: C1=CN(C=N1)CC(O)(P(=O)(O)O)P(=O)(O)O. Cell line: HCT-15. Synergy scores: CSS=2.95, Synergy_ZIP=-3.11, Synergy_Bliss=-7.04, Synergy_Loewe=2.37, Synergy_HSA=-5.13. (5) Drug 1: C1CCC(C1)C(CC#N)N2C=C(C=N2)C3=C4C=CNC4=NC=N3. Drug 2: CCC(=C(C1=CC=CC=C1)C2=CC=C(C=C2)OCCN(C)C)C3=CC=CC=C3.C(C(=O)O)C(CC(=O)O)(C(=O)O)O. Cell line: CAKI-1. Synergy scores: CSS=17.2, Synergy_ZIP=-4.85, Synergy_Bliss=-2.80, Synergy_Loewe=-24.2, Synergy_HSA=0.716. (6) Drug 1: CN1CCC(CC1)COC2=C(C=C3C(=C2)N=CN=C3NC4=C(C=C(C=C4)Br)F)OC. Drug 2: C1CCC(C(C1)N)N.C(=O)(C(=O)[O-])[O-].[Pt+4]. Cell line: MOLT-4. Synergy scores: CSS=13.1, Synergy_ZIP=-0.943, Synergy_Bliss=-1.50, Synergy_Loewe=-14.0, Synergy_HSA=-0.876. (7) Drug 1: C1C(C(OC1N2C=NC3=C(N=C(N=C32)Cl)N)CO)O. Drug 2: COC1=NC(=NC2=C1N=CN2C3C(C(C(O3)CO)O)O)N. Cell line: SN12C. Synergy scores: CSS=37.0, Synergy_ZIP=-4.19, Synergy_Bliss=-4.69, Synergy_Loewe=-24.4, Synergy_HSA=-4.33. (8) Drug 1: CC1=CC=C(C=C1)C2=CC(=NN2C3=CC=C(C=C3)S(=O)(=O)N)C(F)(F)F. Drug 2: CC12CCC3C(C1CCC2O)C(CC4=C3C=CC(=C4)O)CCCCCCCCCS(=O)CCCC(C(F)(F)F)(F)F. Cell line: NCI-H460. Synergy scores: CSS=-1.82, Synergy_ZIP=-0.233, Synergy_Bliss=-3.12, Synergy_Loewe=-2.71, Synergy_HSA=-3.83. (9) Cell line: HS 578T. Synergy scores: CSS=49.0, Synergy_ZIP=2.40, Synergy_Bliss=1.41, Synergy_Loewe=-29.1, Synergy_HSA=-2.74. Drug 2: CC1=CC2C(CCC3(C2CCC3(C(=O)C)OC(=O)C)C)C4(C1=CC(=O)CC4)C. Drug 1: CC12CCC3C(C1CCC2=O)CC(=C)C4=CC(=O)C=CC34C. (10) Drug 1: CC12CCC3C(C1CCC2=O)CC(=C)C4=CC(=O)C=CC34C. Drug 2: C1=C(C(=O)NC(=O)N1)N(CCCl)CCCl. Cell line: SNB-19. Synergy scores: CSS=41.4, Synergy_ZIP=1.63, Synergy_Bliss=2.85, Synergy_Loewe=-0.363, Synergy_HSA=5.01.